This data is from Full USPTO retrosynthesis dataset with 1.9M reactions from patents (1976-2016). The task is: Predict the reactants needed to synthesize the given product. (1) Given the product [I:11][C:12]1[CH:18]=[CH:17][C:15]([NH:16][CH:4]2[CH:5]3[CH2:8][CH2:9][N:2]([CH2:7][CH2:6]3)[CH2:3]2)=[CH:14][CH:13]=1, predict the reactants needed to synthesize it. The reactants are: Cl.[N:2]12[CH2:9][CH2:8][CH:5]([CH2:6][CH2:7]1)[C:4](=O)[CH2:3]2.[I:11][C:12]1[CH:18]=[CH:17][C:15]([NH2:16])=[CH:14][CH:13]=1.[O-]S([O-])(=O)=O.[Na+].[Na+].[BH-](OC(C)=O)(OC(C)=O)OC(C)=O.[Na+].C([O-])(O)=O.[Na+]. (2) The reactants are: [Cl:1][C:2]1[CH:3]=[C:4]([CH:8]=[CH:9][C:10]=1[OH:11])[C:5]([OH:7])=[O:6].[Br:12][C:13]1[CH:20]=[CH:19][CH:18]=[C:17](F)[C:14]=1[C:15]#[N:16].C(=O)([O-])[O-].[K+].[K+].Cl. Given the product [Br:12][C:13]1[C:14]([C:15]#[N:16])=[C:17]([CH:18]=[CH:19][CH:20]=1)[O:11][C:10]1[CH:9]=[CH:8][C:4]([C:5]([OH:7])=[O:6])=[CH:3][C:2]=1[Cl:1].[Br:12][C:13]1[C:14]([C:15]#[N:16])=[C:17]([CH:18]=[CH:19][CH:20]=1)[O:11][C:10]1[CH:9]=[CH:8][C:4]([C:5]([OH:7])=[O:6])=[CH:3][C:2]=1[Cl:1], predict the reactants needed to synthesize it. (3) Given the product [CH3:19][N:20]1[CH2:25][CH2:24][CH:23]([O:14][C:13]([C:11]2[S:12][C:8]([C:5]3[C:4]([CH3:16])=[C:3]([C:2]([F:17])([F:1])[F:18])[O:7][N:6]=3)=[CH:9][CH:10]=2)=[O:15])[CH2:22][CH2:21]1, predict the reactants needed to synthesize it. The reactants are: [F:1][C:2]([F:18])([F:17])[C:3]1[O:7][N:6]=[C:5]([C:8]2[S:12][C:11]([C:13]([OH:15])=[O:14])=[CH:10][CH:9]=2)[C:4]=1[CH3:16].[CH3:19][N:20]1[CH2:25][CH2:24][CH:23](O)[CH2:22][CH2:21]1. (4) Given the product [NH2:1][C:2]1[CH:7]=[CH:6][C:5]([C:8]2[N:9]([CH:20]3[CH2:21][CH2:22]3)[C:10]3[C:15]([C:16]=2[C:17]#[N:18])=[CH:14][CH:13]=[C:12]([O:19][CH:30]2[CH2:31][CH2:32][CH2:33][O:29]2)[CH:11]=3)=[CH:4][CH:3]=1, predict the reactants needed to synthesize it. The reactants are: [NH2:1][C:2]1[CH:7]=[CH:6][C:5]([C:8]2[N:9]([CH:20]3[CH2:22][CH2:21]3)[C:10]3[C:15]([C:16]=2[C:17]#[N:18])=[CH:14][CH:13]=[C:12]([OH:19])[CH:11]=3)=[CH:4][CH:3]=1.C([O-])([O-])=O.[K+].[K+].[O:29]1[CH2:33][CH2:32][CH2:31][CH:30]1OS(C1C=CC(C)=CC=1)(=O)=O. (5) Given the product [ClH:31].[CH:1]1([CH2:4][NH:5][C@@H:13]2[CH2:15][C@H:14]2[C:16]2[CH:17]=[C:18]([CH:19]=[CH:20][CH:21]=2)[C:22]([NH:23][CH:24]2[CH2:27][C:26]([F:29])([F:28])[CH2:25]2)=[O:30])[CH2:3][CH2:2]1, predict the reactants needed to synthesize it. The reactants are: [CH:1]1([CH2:4][N:5]([C@@H:13]2[CH2:15][C@H:14]2[C:16]2[CH:21]=[CH:20][CH:19]=[C:18]([C:22](=[O:30])[NH:23][CH:24]3[CH2:27][C:26]([F:29])([F:28])[CH2:25]3)[CH:17]=2)C(=O)OC(C)(C)C)[CH2:3][CH2:2]1.[ClH:31].C(OCC)(=O)C. (6) Given the product [CH3:19][O:18][N:17]([CH3:16])[C:9]([C:6]1[S:7][CH:8]=[C:4]2[CH2:3][C:2]([CH3:14])([CH3:1])[CH2:13][CH2:12][C:5]=12)=[O:10], predict the reactants needed to synthesize it. The reactants are: [CH3:1][C:2]1([CH3:14])[CH2:13][CH2:12][C:5]2=[C:6]([C:9](O)=[O:10])[S:7][CH:8]=[C:4]2[CH2:3]1.Cl.[CH3:16][NH:17][O:18][CH3:19].CCN(C(C)C)C(C)C.CN(C(ON1N=NC2C=CC=CC1=2)=[N+](C)C)C.[B-](F)(F)(F)F.